From a dataset of Peptide-MHC class I binding affinity with 185,985 pairs from IEDB/IMGT. Regression. Given a peptide amino acid sequence and an MHC pseudo amino acid sequence, predict their binding affinity value. This is MHC class I binding data. (1) The peptide sequence is FSFPQITLW. The MHC is HLA-A03:01 with pseudo-sequence HLA-A03:01. The binding affinity (normalized) is 0. (2) The peptide sequence is ITDFNIDTY. The MHC is HLA-A23:01 with pseudo-sequence HLA-A23:01. The binding affinity (normalized) is 0. (3) The peptide sequence is RALKAYFTA. The MHC is HLA-A02:01 with pseudo-sequence HLA-A02:01. The binding affinity (normalized) is 0.532. (4) The peptide sequence is AVYKPPKV. The MHC is Mamu-B52 with pseudo-sequence Mamu-B52. The binding affinity (normalized) is 0. (5) The peptide sequence is PYIEQGMML. The MHC is Patr-A0901 with pseudo-sequence Patr-A0901. The binding affinity (normalized) is 0.